This data is from NCI-60 drug combinations with 297,098 pairs across 59 cell lines. The task is: Regression. Given two drug SMILES strings and cell line genomic features, predict the synergy score measuring deviation from expected non-interaction effect. (1) Drug 1: C1CCC(CC1)NC(=O)N(CCCl)N=O. Drug 2: C1CN1P(=S)(N2CC2)N3CC3. Cell line: SK-OV-3. Synergy scores: CSS=11.1, Synergy_ZIP=-4.27, Synergy_Bliss=0.796, Synergy_Loewe=-0.296, Synergy_HSA=1.72. (2) Drug 1: C1CN(P(=O)(OC1)NCCCl)CCCl. Drug 2: C(CN)CNCCSP(=O)(O)O. Cell line: NCI-H226. Synergy scores: CSS=-2.66, Synergy_ZIP=-0.133, Synergy_Bliss=-2.00, Synergy_Loewe=-5.29, Synergy_HSA=-4.44.